This data is from Reaction yield outcomes from USPTO patents with 853,638 reactions. The task is: Predict the reaction yield, written as a fraction of the theoretical maximum amount of product (1.0 means a 100% yield; for example, 0.34 means a 34% yield). (1) The reactants are [F:1][C:2]([F:28])([F:27])[CH:3]([C:18]1[CH:23]=[C:22]([Cl:24])[C:21]([Cl:25])=[C:20]([Cl:26])[CH:19]=1)/[CH:4]=[CH:5]/[C:6]1[C:15]2[C:10](=[CH:11][CH:12]=[CH:13][CH:14]=2)[C:9]([CH2:16][NH2:17])=[CH:8][CH:7]=1.CCN(CC)CC.[CH2:36]([N:38]=[C:39]=[O:40])[CH3:37]. The catalyst is C(Cl)Cl. The product is [CH2:36]([NH:38][C:39]([NH:17][CH2:16][C:9]1[C:10]2[C:15](=[CH:14][CH:13]=[CH:12][CH:11]=2)[C:6](/[CH:5]=[CH:4]/[CH:3]([C:18]2[CH:19]=[C:20]([Cl:26])[C:21]([Cl:25])=[C:22]([Cl:24])[CH:23]=2)[C:2]([F:1])([F:27])[F:28])=[CH:7][CH:8]=1)=[O:40])[CH3:37]. The yield is 0.600. (2) The reactants are [C:1](O)(=O)/[CH:2]=[CH:3]/[C:4]([OH:6])=O.[CH3:9][O:10][C:11]1[C:21]2[CH:20]([C:22]3[CH:27]=[CH:26][CH:25]=[CH:24][CH:23]=3)[CH2:19][CH2:18][N:17]([CH3:28])[CH2:16][C:15]=2[CH:14]=[CH:13][CH:12]=1.P(OP(O)(O)=O)(O)(O)=O.[OH-].[NH4+].Cl[CH2:41]CCl. No catalyst specified. The product is [CH3:9][O:10][C:11]1[C:21]2[CH:20]([C:22]3[CH:27]=[CH:26][CH:25]=[CH:24][CH:23]=3)[CH2:19][CH2:18][N:17]([CH3:28])[CH2:16][C:15]=2[CH:14]=[CH:13][CH:12]=1.[CH3:41][O:6][C:4]1[CH:24]=[CH:23][C:22]2[CH:20]([C:21]3[CH:15]=[CH:14][CH:13]=[CH:12][CH:11]=3)[CH2:19][CH2:18][N:17]([CH3:16])[CH2:1][C:2]=2[CH:3]=1. The yield is 0.350. (3) The product is [Br:5][CH2:2][CH2:27][C:28]1[CH:40]=[CH:39][C:31]([C:32]([O:34][C:35]([CH3:36])([CH3:38])[CH3:37])=[O:33])=[CH:30][CH:29]=1. The catalyst is C1COCC1.O=O. The yield is 0.870. The reactants are Br[C:2]([Br:5])(Br)Br.C1(P(C2C=CC=CC=2)C2C=CC=CC=2)C=CC=CC=1.OC[CH2:27][C:28]1[CH:40]=[CH:39][C:31]([C:32]([O:34][C:35]([CH3:38])([CH3:37])[CH3:36])=[O:33])=[CH:30][CH:29]=1. (4) The reactants are Cl.[CH2:2]([C:4]([S:30]([CH3:33])(=[O:32])=[O:31])([CH2:15][CH2:16][N:17]1[CH:22]=[CH:21][C:20]([C:23]2[CH:28]=[CH:27][CH:26]=[CH:25][CH:24]=2)=[CH:19][C:18]1=[O:29])[C:5]([NH:7][O:8]C1CCCCO1)=[O:6])[CH3:3]. The catalyst is ClCCl.CO. The product is [CH2:2]([C:4]([S:30]([CH3:33])(=[O:32])=[O:31])([CH2:15][CH2:16][N:17]1[CH:22]=[CH:21][C:20]([C:23]2[CH:28]=[CH:27][CH:26]=[CH:25][CH:24]=2)=[CH:19][C:18]1=[O:29])[C:5]([NH:7][OH:8])=[O:6])[CH3:3]. The yield is 0.270. (5) The reactants are Cl.[F:2][C:3]1[CH:4]=[C:5]([C:17]2[CH:22]=[CH:21][C:20]([S:23]([CH3:26])(=[O:25])=[O:24])=[CH:19][CH:18]=2)[CH:6]=[CH:7][C:8]=1[O:9][CH2:10][CH:11]1[CH2:16][CH2:15][NH:14][CH2:13][CH2:12]1.C(N(C(C)C)CC)(C)C.Cl[C:37]([O:39][CH:40]([CH3:42])[CH3:41])=[O:38]. The catalyst is ClCCl. The product is [F:2][C:3]1[CH:4]=[C:5]([C:17]2[CH:18]=[CH:19][C:20]([S:23]([CH3:26])(=[O:24])=[O:25])=[CH:21][CH:22]=2)[CH:6]=[CH:7][C:8]=1[O:9][CH2:10][CH:11]1[CH2:16][CH2:15][N:14]([C:37]([O:39][CH:40]([CH3:42])[CH3:41])=[O:38])[CH2:13][CH2:12]1. The yield is 0.920.